Dataset: Drug-target binding data from BindingDB using IC50 measurements. Task: Regression. Given a target protein amino acid sequence and a drug SMILES string, predict the binding affinity score between them. We predict pIC50 (pIC50 = -log10(IC50 in M); higher means more potent). Dataset: bindingdb_ic50. (1) The drug is COc1cc(OC)c(S(=O)(=O)N2CCC[C@H]2C)cc1NC(C)=O. The target protein (P0ACC7) has sequence MLNNAMSVVILAAGKGTRMYSDLPKVLHTLAGKAMVQHVIDAANELGAAHVHLVYGHGGDLLKQALKDDNLNWVLQAEQLGTGHAMQQAAPFFADDEDILMLYGDVPLISVETLQRLRDAKPQGGIGLLTVKLDDPTGYGRITRENGKVTGIVEHKDATDEQRQIQEINTGILIANGADMKRWLAKLTNNNAQGEYYITDIIALAYQEGREIVAVHPQRLSEVEGVNNRLQLSRLERVYQSEQAEKLLLAGVMLRDPARFDLRGTLTHGRDVEIDTNVIIEGNVTLGHRVKIGTGCVIKNSVIGDDCEISPYTVVEDANLAAACTIGPFARLRPGAELLEGAHVGNFVEMKKARLGKGSKAGHLTYLGDAEIGDNVNIGAGTITCNYDGANKFKTIIGDDVFVGSDTQLVAPVTVGKGATIAAGTTVTRNVGENALAISRVPQTQKEGWRRPVKKK. The pIC50 is 3.7. (2) The drug is CCC[C@H](NC(=O)[C@H](CCCNC(=N)N)NC(=O)[C@H](Cc1ccccc1)NC(=O)OCC)C(=O)N[C@@H](CC(C)C)C(N)=O. The target protein sequence is MAELIQKKLQGEVEKYQQLQKDLSKSMSGRQKLEAQLTENNIVKEELALLDGSNVVFKLLGPVLVKQELGEARATVGKRLDYITAEIKRYESQLRDLERQSEQQRETLAQLQQEFQRAQNAKAPGKA. The pIC50 is 9.0. (3) The compound is Cc1ccc(-n2c(C(=O)NC3CC3)nc3cccnc32)cc1F. The target protein (Q07343) has sequence MKKSRSVMTVMADDNVKDYFECSLSKSYSSSSNTLGIDLWRGRRCCSGNLQLPPLSQRQSERARTPEGDGISRPTTLPLTTLPSIAITTVSQECFDVENGPSPGRSPLDPQASSSAGLVLHATFPGHSQRRESFLYRSDSDYDLSPKAMSRNSSLPSEQHGDDLIVTPFAQVLASLRSVRNNFTILTNLHGTSNKRSPAASQPPVSRVNPQEESYQKLAMETLEELDWCLDQLETIQTYRSVSEMASNKFKRMLNRELTHLSEMSRSGNQVSEYISNTFLDKQNDVEIPSPTQKDREKKKKQQLMTQISGVKKLMHSSSLNNTSISRFGVNTENEDHLAKELEDLNKWGLNIFNVAGYSHNRPLTCIMYAIFQERDLLKTFRISSDTFITYMMTLEDHYHSDVAYHNSLHAADVAQSTHVLLSTPALDAVFTDLEILAAIFAAAIHDVDHPGVSNQFLINTNSELALMYNDESVLENHHLAVGFKLLQEEHCDIFMNLTK.... The pIC50 is 7.5. (4) The drug is O=C1CCc2c(Oc3ccc4c(c3)[C@H]3[C@H](NC(=O)Nc5cccc(C(F)(F)F)c5)[C@H]3O4)ccnc2N1. The target protein sequence is SQPKTPVPAQRERAPVSGTQEKNKIRPRGQRDSSDDWEIEASEVMLSTRIGSGSFGTVYKGKWHGDVAVKILKVVDPTPEQFQAFRNEVAVLRKTRHVNILLFMGYMTKDNLAIVTQWCEGSSLYKHLHVQETKFQMFQLIDIARQTAQGMDYLHAKNIIHRDMKSNNIFLHEGLTVKIGDFGLATVKSRWSGSQQVEQPTGSVLWMAPEVIRMQDNNPFSFQSDVYSYGIVLYELMTGELPYSHINNRDQIIFMVGRGYASPDLSKLYKNCPKAMKRLVADCVKKVKEERPLFPQILSSIELLQHSLPKINRSASEPSLHRAAHTEDINACTLTTSPRLPVF. The pIC50 is 6.5.